From a dataset of Peptide-MHC class II binding affinity with 134,281 pairs from IEDB. Regression. Given a peptide amino acid sequence and an MHC pseudo amino acid sequence, predict their binding affinity value. This is MHC class II binding data. (1) The peptide sequence is SLINSMKTSFSSRLL. The MHC is H-2-IAb with pseudo-sequence H-2-IAb. The binding affinity (normalized) is 0.312. (2) The peptide sequence is WDDLRSLCLFSYHRLR. The MHC is DRB1_1302 with pseudo-sequence DRB1_1302. The binding affinity (normalized) is 0.219. (3) The peptide sequence is AARFVRRDGRRGGGR. The MHC is DRB1_0901 with pseudo-sequence DRB1_0901. The binding affinity (normalized) is 0.358.